From a dataset of Forward reaction prediction with 1.9M reactions from USPTO patents (1976-2016). Predict the product of the given reaction. (1) The product is: [F:21][CH:2]([F:1])[CH2:3][N:4]1[C:12]2[C:7](=[N:8][CH:9]=[C:10]([F:13])[CH:11]=2)[C:6]([C:14]2[CH:19]=[CH:18][C:17]([O:20][C:29]3[N:28]([CH2:27][CH2:26][O:25][CH3:24])[C:32]4=[N:33][CH:34]=[CH:35][CH:36]=[C:31]4[N:30]=3)=[CH:16][CH:15]=2)=[N:5]1. Given the reactants [F:1][CH:2]([F:21])[CH2:3][N:4]1[C:12]2[C:7](=[N:8][CH:9]=[C:10]([F:13])[CH:11]=2)[C:6]([C:14]2[CH:19]=[CH:18][C:17]([OH:20])=[CH:16][CH:15]=2)=[N:5]1.[H-].[Na+].[CH3:24][O:25][CH2:26][CH2:27][N:28]1[C:32]2=[N:33][CH:34]=[CH:35][CH:36]=[C:31]2[N:30]=[C:29]1S(C)(=O)=O.O, predict the reaction product. (2) The product is: [CH3:22][CH2:23][CH2:18][CH2:17][CH2:16]/[CH:15]=[CH:14]\[CH2:13]/[CH:12]=[CH:11]\[CH2:10]/[CH:9]=[CH:8]\[CH2:7][CH2:6][CH2:5][CH2:4][CH2:3][CH2:2][C:1]([OH:20])=[O:19]. Given the reactants [C:1]([O:20]C)(=[O:19])[CH2:2][CH2:3][CH2:4][CH2:5][CH2:6][CH2:7][CH2:8][CH2:9][CH2:10][CH2:11][CH2:12][CH2:13][CH2:14][CH2:15][CH2:16][CH2:17][CH3:18].[C:22](OC)(=O)[CH2:23]CCCCCC/C=C\CCCCCCCC, predict the reaction product.